This data is from Forward reaction prediction with 1.9M reactions from USPTO patents (1976-2016). The task is: Predict the product of the given reaction. Given the reactants [CH3:1][O:2][C:3]1[C:4]([CH3:31])=[C:5]([C:22]([O:29][CH3:30])=[C:23]([O:27][CH3:28])[C:24]=1[O:25][CH3:26])[CH2:6][C:7]1[CH:8]=[CH:9][C:10]([OH:21])=[C:11]([CH:20]=1)[C:12]([N:14]1[CH2:19][CH2:18][O:17][CH2:16][CH2:15]1)=[O:13].C(=O)([O-])[O-].[Na+].[Na+].Br[CH2:39][C:40]([O:42][CH3:43])=[O:41], predict the reaction product. The product is: [CH3:1][O:2][C:3]1[C:4]([CH3:31])=[C:5]([C:22]([O:29][CH3:30])=[C:23]([O:27][CH3:28])[C:24]=1[O:25][CH3:26])[CH2:6][C:7]1[CH:8]=[CH:9][C:10]([O:21][CH2:39][C:40]([O:42][CH3:43])=[O:41])=[C:11]([CH:20]=1)[C:12]([N:14]1[CH2:15][CH2:16][O:17][CH2:18][CH2:19]1)=[O:13].